Dataset: Reaction yield outcomes from USPTO patents with 853,638 reactions. Task: Predict the reaction yield, written as a fraction of the theoretical maximum amount of product (1.0 means a 100% yield; for example, 0.34 means a 34% yield). (1) The product is [Cl:1][C:2]1[CH:7]=[CH:6][CH:5]=[C:4]([F:8])[C:3]=1[CH2:9][CH2:10][NH:11][C:12]1[N:17]=[C:16]([O:18][CH3:19])[N:15]=[C:14]([C:20]2[CH:21]=[C:22]([CH:23]=[CH:24][CH:25]=2)[CH2:26][O:27][CH2:29][C:30]([OH:32])=[O:31])[CH:13]=1. The reactants are [Cl:1][C:2]1[CH:7]=[CH:6][CH:5]=[C:4]([F:8])[C:3]=1[CH2:9][CH2:10][NH:11][C:12]1[N:17]=[C:16]([O:18][CH3:19])[N:15]=[C:14]([C:20]2[CH:21]=[C:22]([CH2:26][OH:27])[CH:23]=[CH:24][CH:25]=2)[CH:13]=1.Br[CH2:29][C:30]([OH:32])=[O:31].[H-].[Na+]. The yield is 0.530. The catalyst is CN(C=O)C. (2) The reactants are [NH2:1][C:2]1[CH:7]=[C:6]([Cl:8])[N:5]=[C:4]([Cl:9])[N:3]=1.[CH:10]([NH:13][C:14](=[O:32])[CH2:15][O:16][C:17]1[CH:22]=[CH:21][CH:20]=[C:19](B2OC(C)(C)C(C)(C)O2)[CH:18]=1)([CH3:12])[CH3:11].[F-].[Cs+]. The catalyst is O1CCOCC1.O.C1C=CC([P]([Pd]([P](C2C=CC=CC=2)(C2C=CC=CC=2)C2C=CC=CC=2)([P](C2C=CC=CC=2)(C2C=CC=CC=2)C2C=CC=CC=2)[P](C2C=CC=CC=2)(C2C=CC=CC=2)C2C=CC=CC=2)(C2C=CC=CC=2)C2C=CC=CC=2)=CC=1. The product is [NH2:1][C:2]1[CH:7]=[C:6]([Cl:8])[N:5]=[C:4]([C:19]2[CH:18]=[C:17]([CH:22]=[CH:21][CH:20]=2)[O:16][CH2:15][C:14]([NH:13][CH:10]([CH3:11])[CH3:12])=[O:32])[N:3]=1.[NH2:1][C:2]1[N:3]=[C:4]([Cl:9])[N:5]=[C:6]([C:19]2[CH:18]=[C:17]([CH:22]=[CH:21][CH:20]=2)[O:16][CH2:15][C:14]([NH:13][CH:10]([CH3:11])[CH3:12])=[O:32])[CH:7]=1. The yield is 0.330.